Dataset: Reaction yield outcomes from USPTO patents with 853,638 reactions. Task: Predict the reaction yield, written as a fraction of the theoretical maximum amount of product (1.0 means a 100% yield; for example, 0.34 means a 34% yield). The reactants are [F:1][C:2]1[CH:3]=[C:4]([C:8]2[CH:9]=[C:10]([CH3:27])[C:11]([O:25][CH3:26])=[C:12]([CH2:14][NH:15][C:16]3[C:17]([CH3:24])=[C:18]([OH:23])[CH:19]=[CH:20][C:21]=3[CH3:22])[CH:13]=2)[CH:5]=[CH:6][CH:7]=1.C([O-])([O-])=O.[Cs+].[Cs+].Br[CH2:35][C:36]([O:38][CH:39]([CH3:41])[CH3:40])=[O:37].O. The catalyst is CC(C)=O. The product is [F:1][C:2]1[CH:3]=[C:4]([C:8]2[CH:9]=[C:10]([CH3:27])[C:11]([O:25][CH3:26])=[C:12]([CH2:14][NH:15][C:16]3[C:17]([CH3:24])=[C:18]([CH:19]=[CH:20][C:21]=3[CH3:22])[O:23][CH2:35][C:36]([O:38][CH:39]([CH3:41])[CH3:40])=[O:37])[CH:13]=2)[CH:5]=[CH:6][CH:7]=1. The yield is 1.00.